This data is from Reaction yield outcomes from USPTO patents with 853,638 reactions. The task is: Predict the reaction yield, written as a fraction of the theoretical maximum amount of product (1.0 means a 100% yield; for example, 0.34 means a 34% yield). (1) The reactants are [CH2:1]([O:8][C:9]1[N:10]=[N:11][C:12]([C:23]2([C:26]3[CH:31]=[CH:30][CH:29]=[CH:28][CH:27]=3)[CH2:25][CH2:24]2)=[CH:13][C:14]=1[O:15][CH2:16][C:17]1[CH:22]=[CH:21][CH:20]=[CH:19][CH:18]=1)[C:2]1[CH:7]=[CH:6][CH:5]=[CH:4][CH:3]=1.C(OC1N=NC(C(C2C=CC([C:62]([F:65])([F:64])[F:63])=CC=2)=C)=CC=1OCC1C=CC=CC=1)C1C=CC=CC=1. No catalyst specified. The product is [CH2:1]([O:8][C:9]1[N:10]=[N:11][C:12]([C:23]2([C:26]3[CH:31]=[CH:30][C:29]([C:62]([F:65])([F:64])[F:63])=[CH:28][CH:27]=3)[CH2:24][CH2:25]2)=[CH:13][C:14]=1[O:15][CH2:16][C:17]1[CH:18]=[CH:19][CH:20]=[CH:21][CH:22]=1)[C:2]1[CH:3]=[CH:4][CH:5]=[CH:6][CH:7]=1. The yield is 0.380. (2) The reactants are [F:1][C:2]1[C:16]([F:17])=[CH:15][CH:14]=[C:13]([C:18]([N:20]2[CH2:25][C:22]3([O:24][CH2:23]3)[CH2:21]2)=[O:19])[C:3]=1[NH:4][C:5]1[CH:10]=[CH:9][C:8]([I:11])=[CH:7][C:6]=1[F:12].[N+:26]([NH:29][C:30]([NH2:32])=[NH:31])([O-:28])=[O:27].[OH-].[Na+].[ClH:35].O1CCOCC1. The catalyst is O1CCCC1.CO. The product is [ClH:35].[F:1][C:2]1[C:3]([NH:4][C:5]2[CH:10]=[CH:9][C:8]([I:11])=[CH:7][C:6]=2[F:12])=[C:13]([C:18]([N:20]2[CH2:21][C:22]([CH2:23][NH:32][C:30]([NH:29][N+:26]([O-:28])=[O:27])=[NH:31])([OH:24])[CH2:25]2)=[O:19])[CH:14]=[CH:15][C:16]=1[F:17]. The yield is 0.380. (3) The reactants are [N:1]1[CH:6]=[CH:5][CH:4]=[C:3]([CH2:7][C@H:8]([C:10]([OH:12])=[O:11])[NH2:9])[CH:2]=1.Cl.O. The catalyst is CO. The product is [NH3:1].[N:1]1[CH:6]=[CH:5][CH:4]=[C:3]([CH2:7][C@H:8]([C:10]([OH:12])=[O:11])[NH2:9])[CH:2]=1. The yield is 0.0400. (4) The reactants are [C:1]([O:12][CH3:13])(=[O:11])[C:2]1[CH:10]=[CH:9][C:5]([C:6]([O-:8])=O)=[CH:4][CH:3]=1.ON1C2N=CC=CC=2N=N1.[Br:24][C:25]1[CH:26]=[CH:27][C:28]([O:39][CH2:40][CH:41]([CH3:43])[CH3:42])=[C:29]([CH2:31][N:32]2[C:36]([CH3:37])=[CH:35][C:34]([NH2:38])=[N:33]2)[CH:30]=1. The catalyst is C(Cl)Cl. The product is [Br:24][C:25]1[CH:26]=[CH:27][C:28]([O:39][CH2:40][CH:41]([CH3:43])[CH3:42])=[C:29]([CH2:31][N:32]2[C:36]([CH3:37])=[CH:35][C:34]([NH:38][C:6]([C:5]3[CH:4]=[CH:3][C:2]([C:1]([O:12][CH3:13])=[O:11])=[CH:10][CH:9]=3)=[O:8])=[N:33]2)[CH:30]=1. The yield is 0.480. (5) The reactants are [O:1]1[CH:5]=[CH:4][C:3]([CH:6]2[C:15](=O)[C:14]3[C:13]([C:17]([O:19]CC)=O)=[CH:12][CH:11]=[CH:10][C:9]=3[NH:8][CH:7]2[C:22]2[CH:27]=[CH:26][CH:25]=[CH:24][CH:23]=2)=[CH:2]1.O.[NH2:29][NH2:30]. The catalyst is CO. The product is [O:1]1[CH:5]=[CH:4][C:3]([CH:6]2[C:15]3=[N:29][NH:30][C:17](=[O:19])[C:13]4[CH:12]=[CH:11][CH:10]=[C:9]([C:14]=43)[NH:8][CH:7]2[C:22]2[CH:23]=[CH:24][CH:25]=[CH:26][CH:27]=2)=[CH:2]1. The yield is 0.0700. (6) The reactants are [Cl:1][C:2]1[CH:7]=[CH:6][C:5]([C:8]2[N:9]=[C:10]([N:17]3[CH:21]=[CH:20][N:19]=[C:18]3[CH3:22])[O:11][C:12]=2[CH2:13][CH2:14][CH2:15][OH:16])=[CH:4][CH:3]=1.[CH3:23][O:24][C:25]1[CH:26]=[C:27](O)[CH:28]=[CH:29][CH:30]=1.C(P(CCCC)CCCC)CCC.N(C(OCC)=O)=NC(OCC)=O. The catalyst is C1(C)C=CC=CC=1.O1CCCC1. The product is [Cl:1][C:2]1[CH:3]=[CH:4][C:5]([C:8]2[N:9]=[C:10]([N:17]3[CH:21]=[CH:20][N:19]=[C:18]3[CH3:22])[O:11][C:12]=2[CH2:13][CH2:14][CH2:15][O:16][C:29]2[CH:28]=[CH:27][CH:26]=[C:25]([O:24][CH3:23])[CH:30]=2)=[CH:6][CH:7]=1. The yield is 0.700.